From a dataset of Catalyst prediction with 721,799 reactions and 888 catalyst types from USPTO. Predict which catalyst facilitates the given reaction. (1) Reactant: [Br:1][C:2]1[CH:3]=[C:4]([CH2:7][NH:8]C(=O)OC(C)(C)C)[O:5][CH:6]=1.[F:16][C:17]([F:22])([F:21])[C:18]([OH:20])=[O:19]. Product: [F:16][C:17]([F:22])([F:21])[C:18]([OH:20])=[O:19].[Br:1][C:2]1[CH:3]=[C:4]([CH2:7][NH2:8])[O:5][CH:6]=1. The catalyst class is: 4. (2) Reactant: N#N.[CH3:3][O:4][C:5]([C:7]1[O:8][C:9]([CH2:12][N:13]2[CH:17]=[C:16]([N+:18]([O-])=O)[CH:15]=[N:14]2)=[CH:10][CH:11]=1)=[O:6]. Product: [CH3:3][O:4][C:5]([C:7]1[O:8][C:9]([CH2:12][N:13]2[CH:17]=[C:16]([NH2:18])[CH:15]=[N:14]2)=[CH:10][CH:11]=1)=[O:6]. The catalyst class is: 19. (3) Reactant: [C:1]1([CH2:7][N:8]2[CH2:13][CH2:12][CH2:11][CH2:10][C:9]2=O)[CH:6]=[CH:5][CH:4]=[CH:3][CH:2]=1.Cl.[CH2:16]([NH2:18])[CH3:17].C(O[BH-](OC(=O)C)OC(=O)C)(=O)C.[Na+].[OH-].[Na+]. Product: [C:1]1([CH2:7][N:8]2[CH2:13][CH2:12][CH:11]([NH:18][CH2:16][CH3:17])[CH2:10][CH2:9]2)[CH:6]=[CH:5][CH:4]=[CH:3][CH:2]=1. The catalyst class is: 36. (4) Reactant: Cl[C:2]1[N:3]=[C:4]([NH:15][CH3:16])[C:5]2[N:11]=[C:10](Cl)[N:9]=[C:8]([NH:13][CH3:14])[C:6]=2[N:7]=1.[CH2:17]([NH2:20])[CH:18]=[CH2:19].C([O-])(O)=O.[Na+]. Product: [CH2:17]([NH:20][C:2]1[N:3]=[C:4]([NH:15][CH3:16])[C:5]2[N:11]=[C:10]([NH:3][CH2:4][CH:5]=[CH2:6])[N:9]=[C:8]([NH:13][CH3:14])[C:6]=2[N:7]=1)[CH:18]=[CH2:19]. The catalyst class is: 51. (5) Reactant: [CH2:1]([O:3][C:4]([C:6]([CH3:37])([O:8][C:9]1[CH:14]=[CH:13][C:12]([CH2:15][CH2:16][CH2:17][C:18]([NH:20][N:21]([CH2:26][C:27]2[CH:32]=[CH:31][C:30]([C:33]([CH3:36])([CH3:35])[CH3:34])=[CH:29][CH:28]=2)[C:22]([NH:24][CH3:25])=[O:23])=O)=[CH:11][CH:10]=1)[CH3:7])=[O:5])[CH3:2].C12(CS(O)(=O)=O)C(C)(C)C(CC1)CC2=O. Product: [CH2:1]([O:3][C:4](=[O:5])[C:6]([O:8][C:9]1[CH:14]=[CH:13][C:12]([CH2:15][CH2:16][CH2:17][C:18]2[N:24]([CH3:25])[C:22](=[O:23])[N:21]([CH2:26][C:27]3[CH:32]=[CH:31][C:30]([C:33]([CH3:36])([CH3:35])[CH3:34])=[CH:29][CH:28]=3)[N:20]=2)=[CH:11][CH:10]=1)([CH3:37])[CH3:7])[CH3:2]. The catalyst class is: 13. (6) Reactant: [NH2:1][C:2]1[CH:11]=[C:10]2[C:5]([C:6]([NH:12][C:13]3[CH:18]=[CH:17][CH:16]=[C:15]([Br:19])[CH:14]=3)=[N:7][CH:8]=[N:9]2)=[CH:4][CH:3]=1.[C:20](O)(=[O:23])[CH:21]=[CH2:22].Cl.CN(C)CCCN=C=NCC. Product: [Br:19][C:15]1[CH:14]=[C:13]([NH:12][C:6]2[C:5]3[C:10](=[CH:11][C:2]([NH:1][C:20](=[O:23])[CH:21]=[CH2:22])=[CH:3][CH:4]=3)[N:9]=[CH:8][N:7]=2)[CH:18]=[CH:17][CH:16]=1. The catalyst class is: 405. (7) Reactant: [CH3:1][O:2][C:3]1[CH:13]=[CH:12][C:6]([O:7][CH2:8][CH2:9][CH2:10][NH2:11])=[CH:5][CH:4]=1.[OH:14][C:15]1[CH:16]=[C:17]([CH:20]=[CH:21][CH:22]=1)[CH:18]=O.O.[BH4-].[Na+]. Product: [CH3:1][O:2][C:3]1[CH:13]=[CH:12][C:6]([O:7][CH2:8][CH2:9][CH2:10][NH:11][CH2:18][C:17]2[CH:20]=[CH:21][CH:22]=[C:15]([OH:14])[CH:16]=2)=[CH:5][CH:4]=1. The catalyst class is: 5. (8) Reactant: [OH:1][C@H:2]([C@@H:7]([OH:16])[C@@H:8]([OH:15])[C@H:9]([OH:14])[C:10]([O:12][CH3:13])=[O:11])[C:3]([O:5][CH3:6])=[O:4].CO[C:19](OC)([CH3:21])[CH3:20].[C:24]12(CS(O)(=O)=O)C(C)(C)C(C[CH2:30]1)C[C:25]2=O.C([O-])([O-])=O.[K+].[K+]. Product: [CH3:20][C:19]1([CH3:21])[O:16][C@H:7]([C@H:8]2[C@H:9]([C:10]([O:12][CH3:13])=[O:11])[O:14][C:24]([CH3:30])([CH3:25])[O:15]2)[C@@H:2]([C:3]([O:5][CH3:6])=[O:4])[O:1]1. The catalyst class is: 21. (9) Reactant: [NH2:1][C:2]1[C:3]([C:11]#[C:12][C:13]2[CH:18]=[CH:17][N:16]=[C:15]([NH:19][C:20](=[O:22])[CH3:21])[CH:14]=2)=[N:4][CH:5]=[CH:6][C:7]=1[CH:8]([OH:10])[CH3:9].[C:23](O)([C:25]([F:28])([F:27])[F:26])=[O:24].CCCCCCCCCCCCOS([O-])(=O)=O.[Na+]. Product: [C:20]([NH:19][C:15]1[CH:14]=[C:13]([C:12]#[C:11][C:3]2[C:2]([NH:1][C:23](=[O:24])[C:25]([F:28])([F:27])[F:26])=[C:7]([CH:8]([OH:10])[CH3:9])[CH:6]=[CH:5][N:4]=2)[CH:18]=[CH:17][N:16]=1)(=[O:22])[CH3:21]. The catalyst class is: 192. (10) Reactant: [F:1][C:2]1[CH:3]=[C:4]([CH2:9][C:10]([NH:12][C@H:13]([C:15]([NH:17][C@@H:18]2[C:24](=[O:25])[NH:23][C:22]3[CH:26]=[C:27]([O:30][CH3:31])[CH:28]=[CH:29][C:21]=3[O:20][C@@H:19]2[C:32]2[CH:37]=[CH:36][CH:35]=[CH:34][CH:33]=2)=[O:16])[CH3:14])=[O:11])[CH:5]=[C:6]([F:8])[CH:7]=1.Br[CH2:39][CH:40]1[CH2:42][CH2:41]1.C(=O)([O-])[O-].[Cs+].[Cs+]. Product: [CH:40]1([CH2:39][N:23]2[C:22]3[CH:26]=[C:27]([O:30][CH3:31])[CH:28]=[CH:29][C:21]=3[O:20][C@H:19]([C:32]3[CH:37]=[CH:36][CH:35]=[CH:34][CH:33]=3)[C@H:18]([NH:17][C:15](=[O:16])[C@H:13]([CH3:14])[NH:12][C:10](=[O:11])[CH2:9][C:4]3[CH:5]=[C:6]([F:8])[CH:7]=[C:2]([F:1])[CH:3]=3)[C:24]2=[O:25])[CH2:42][CH2:41]1. The catalyst class is: 18.